Predict the reactants needed to synthesize the given product. From a dataset of Full USPTO retrosynthesis dataset with 1.9M reactions from patents (1976-2016). The reactants are: [Br:1][C:2]1[CH:7]=[CH:6][C:5]([N:8]([CH3:10])[CH3:9])=[CH:4][C:3]=1[CH2:11][OH:12].[H-].[Na+].[CH3:15]I. Given the product [Br:1][C:2]1[CH:7]=[CH:6][C:5]([N:8]([CH3:9])[CH3:10])=[CH:4][C:3]=1[CH2:11][O:12][CH3:15], predict the reactants needed to synthesize it.